From a dataset of Catalyst prediction with 721,799 reactions and 888 catalyst types from USPTO. Predict which catalyst facilitates the given reaction. (1) Reactant: Br[C:2]1[CH:3]=[CH:4][C:5]2[C:6]3[CH2:16][N:15]([C:17]([O:19][C:20]([CH3:23])([CH3:22])[CH3:21])=[O:18])[CH2:14][CH2:13][CH2:12][C:7]=3[N:8]([CH3:11])[C:9]=2[CH:10]=1.[CH3:24][C:25]1[N:30]=[CH:29][C:28]([CH2:31][O:32][C:33]2[CH:38]=[CH:37][NH:36][C:35](=[O:39])[CH:34]=2)=[CH:27][CH:26]=1.C([O-])([O-])=O.[Cs+].[Cs+].OC1C=CC=C2C=1N=CC=C2. Product: [CH3:11][N:8]1[C:9]2[CH:10]=[C:2]([N:36]3[CH:37]=[CH:38][C:33]([O:32][CH2:31][C:28]4[CH:29]=[N:30][C:25]([CH3:24])=[CH:26][CH:27]=4)=[CH:34][C:35]3=[O:39])[CH:3]=[CH:4][C:5]=2[C:6]2[CH2:16][N:15]([C:17]([O:19][C:20]([CH3:23])([CH3:22])[CH3:21])=[O:18])[CH2:14][CH2:13][CH2:12][C:7]1=2. The catalyst class is: 846. (2) Reactant: [Na].[CH3:2]CN(C(C)C)C(C)C.[OH:11][C:12]([C:14]([F:17])([F:16])[F:15])=[O:13].[F:18][C:19]1[CH:45]=[C:44]([F:46])[CH:43]=[CH:42][C:20]=1[O:21][CH:22]1[CH2:27][CH2:26][N:25]([C:28]2[N:29]=[C:30]3[CH2:41][CH2:40][NH:39][CH2:38][C:31]3=[N:32][C:33]=2[NH:34][CH:35]([CH3:37])[CH3:36])[CH2:24][CH2:23]1.C=O. Product: [F:18][C:19]1[CH:45]=[C:44]([F:46])[CH:43]=[CH:42][C:20]=1[O:21][CH:22]1[CH2:23][CH2:24][N:25]([C:28]2[N:29]=[C:30]3[CH2:41][CH2:40][N:39]([CH3:2])[CH2:38][C:31]3=[N:32][C:33]=2[NH:34][CH:35]([CH3:37])[CH3:36])[CH2:26][CH2:27]1.[C:12]([OH:13])([C:14]([F:17])([F:16])[F:15])=[O:11]. The catalyst class is: 5. (3) Reactant: [H-].[Al+3].[Li+].[H-].[H-].[H-].[CH3:7][N:8]([CH3:20])[C:9]([C:11]1[C:19]2[C:14](=[CH:15][CH:16]=[CH:17][CH:18]=2)[NH:13][N:12]=1)=O.O.O.O.O.O.O.O.O.O.O.S([O-])([O-])(=O)=O.[Na+].[Na+]. Product: [CH3:20][N:8]([CH2:9][C:11]1[C:19]2[C:14](=[CH:15][CH:16]=[CH:17][CH:18]=2)[NH:13][N:12]=1)[CH3:7]. The catalyst class is: 1. (4) Reactant: [N:1]1([C:7]2[C:17]3[O:16][CH2:15][CH2:14][N:13](C(OC(C)(C)C)=O)[CH2:12][C:11]=3[CH:10]=[CH:9][CH:8]=2)[CH2:6][CH2:5][O:4][CH2:3][CH2:2]1.C(OCC)(=O)C.[ClH:31]. Product: [ClH:31].[ClH:31].[N:1]1([C:7]2[C:17]3[O:16][CH2:15][CH2:14][NH:13][CH2:12][C:11]=3[CH:10]=[CH:9][CH:8]=2)[CH2:6][CH2:5][O:4][CH2:3][CH2:2]1. The catalyst class is: 13.